Dataset: Reaction yield outcomes from USPTO patents with 853,638 reactions. Task: Predict the reaction yield, written as a fraction of the theoretical maximum amount of product (1.0 means a 100% yield; for example, 0.34 means a 34% yield). (1) The reactants are C(N(CC)CC)C.[O:8]([C:15]1[CH:22]=[CH:21][C:18]([CH:19]=O)=[CH:17][CH:16]=1)[C:9]1[CH:14]=[CH:13][CH:12]=[CH:11][CH:10]=1.[Cl-].[NH2:24][C:25](=[O:33])[CH2:26][N+:27]1[CH:32]=[CH:31][CH:30]=[CH:29][CH:28]=1.[C:34]([CH2:36][C:37](OCC)=[O:38])#[N:35]. The catalyst is CO. The product is [C:34]([C:36]1[C@@H:19]([C:18]2[CH:21]=[CH:22][C:15]([O:8][C:9]3[CH:14]=[CH:13][CH:12]=[CH:11][CH:10]=3)=[CH:16][CH:17]=2)[C@H:26]([N+:27]2[CH:32]=[CH:31][CH:30]=[CH:29][CH:28]=2)[C:25](=[O:33])[NH:24][C:37]=1[O-:38])#[N:35]. The yield is 0.910. (2) The reactants are [CH2:1]1[N:6]2[CH2:7][N:8]3[CH2:10][N:4]([CH2:5]2)[CH2:3][N:2]1[CH2:9]3.[Cl:11][C:12]1[S:13][C:14]([CH2:17]Cl)=[CH:15][CH:16]=1. The catalyst is C(Cl)(Cl)Cl. The product is [Cl:11][C:12]1[S:13][C:14]([CH2:17][CH:1]2[N:6]3[CH2:5][N:4]4[CH2:10][N:8]([CH2:9][N:2]2[CH2:3]4)[CH2:7]3)=[CH:15][CH:16]=1. The yield is 0.880. (3) The reactants are [C:1]([O:5][C:6]([NH:8][CH2:9][CH2:10][CH2:11][CH2:12][C:13]1[CH:23]=[CH:22][C:16]([O:17][CH2:18][C:19]([OH:21])=O)=[CH:15][CH:14]=1)=[O:7])([CH3:4])([CH3:3])[CH3:2].C1C=NC2N(O)N=NC=2C=1.C(N(C(C)C)CC)(C)C.CCN=C=NCCCN(C)C.Cl.S(O)(O)(=O)=O.[NH2:60][C:61]1[NH:62][CH:63]=[CH:64][N:65]=1. The catalyst is C1COCC1.CN(C1C=CN=CC=1)C.CC#N.C(Cl)Cl. The product is [C:1]([O:5][C:6](=[O:7])[NH:8][CH2:9][CH2:10][CH2:11][CH2:12][C:13]1[CH:14]=[CH:15][C:16]([O:17][CH2:18][C:19](=[O:21])[NH:60][C:61]2[NH:62][CH:63]=[CH:64][N:65]=2)=[CH:22][CH:23]=1)([CH3:2])([CH3:3])[CH3:4]. The yield is 0.660. (4) No catalyst specified. The reactants are [C:1]([O:7][C:8]1[CH:13]=[CH:12][CH:11]=[CH:10][C:9]=1[Cl:14])(=[O:6])[CH2:2][CH2:3][C:4]#[CH:5].I[C:16]1[N:17]=[C:18]([CH3:21])[S:19][CH:20]=1. The yield is 0.340. The product is [CH3:21][C:18]1[S:19][CH:20]=[C:16]([C:5]#[C:4][CH2:3][CH2:2][C:1]([O:7][C:8]2[CH:13]=[CH:12][CH:11]=[CH:10][C:9]=2[Cl:14])=[O:6])[N:17]=1. (5) The product is [CH3:32][CH:31]([CH3:33])[C@H:26]([N:21]1[CH2:20][C:19]2[C:23](=[CH:24][C:16]([C:13]3[CH:12]=[CH:11][C:10]([NH:9][C:1](=[O:8])[C:2]4[CH:3]=[CH:4][CH:5]=[CH:6][C:7]=4[O:59][C:60]4[CH:65]=[CH:64][CH:63]=[CH:62][CH:61]=4)=[CH:15][CH:14]=3)=[CH:17][CH:18]=2)[C:22]1=[O:25])[C:27]([O:29][CH3:30])=[O:28]. The reactants are [C:1]([NH:9][C:10]1[CH:15]=[CH:14][C:13]([C:16]2[CH:24]=[C:23]3[C:19]([CH2:20][N:21]([C@@H:26]([CH:31]([CH3:33])[CH3:32])[C:27]([O:29][CH3:30])=[O:28])[C:22]3=[O:25])=[CH:18][CH:17]=2)=[CH:12][CH:11]=1)(=[O:8])[C:2]1[CH:7]=[CH:6][CH:5]=[CH:4][CH:3]=1.NC1C=CC(C2C=C3C(CN([C@@H](C(C)C)C(OC)=O)C3=O)=CC=2)=CC=1.[O:59](C1C=CC=CC=1C(Cl)=O)[C:60]1[CH:65]=[CH:64][CH:63]=[CH:62][CH:61]=1. The yield is 0.920. No catalyst specified. (6) The reactants are [CH3:1][O:2][C:3]1[CH:8]=[CH:7][C:6]([N:9]2[CH:13]=[C:12]([C:14](OC)=[O:15])[C:11]([CH2:18][N:19]3[CH2:24][CH2:23][O:22][CH2:21][CH2:20]3)=[N:10]2)=[CH:5][CH:4]=1.[H-].[Al+3].[Li+].[H-].[H-].[H-]. The catalyst is O1CCCC1.C1(C)C=CC=CC=1.[O-2].[O-2].[Mn+4]. The product is [CH3:1][O:2][C:3]1[CH:8]=[CH:7][C:6]([N:9]2[CH:13]=[C:12]([CH:14]=[O:15])[C:11]([CH2:18][N:19]3[CH2:24][CH2:23][O:22][CH2:21][CH2:20]3)=[N:10]2)=[CH:5][CH:4]=1. The yield is 0.700.